Task: Regression. Given a peptide amino acid sequence and an MHC pseudo amino acid sequence, predict their binding affinity value. This is MHC class I binding data.. Dataset: Peptide-MHC class I binding affinity with 185,985 pairs from IEDB/IMGT (1) The peptide sequence is LPLKMLNIPSINVH. The MHC is HLA-B15:01 with pseudo-sequence HLA-B15:01. The binding affinity (normalized) is 0.0847. (2) The peptide sequence is TLGNKHTL. The MHC is H-2-Dd with pseudo-sequence H-2-Dd. The binding affinity (normalized) is 0.0955.